Task: Predict the reaction yield, written as a fraction of the theoretical maximum amount of product (1.0 means a 100% yield; for example, 0.34 means a 34% yield).. Dataset: Reaction yield outcomes from USPTO patents with 853,638 reactions (1) The reactants are [Cl:1][C:2]1[CH:7]=[CH:6][C:5]([OH:8])=[CH:4][CH:3]=1.[OH-].[Na+].Br[CH2:12][CH2:13][CH2:14][Cl:15].[Na+].[Br-]. The catalyst is O. The product is [Cl:15][CH2:14][CH2:13][CH2:12][O:8][C:5]1[CH:6]=[CH:7][C:2]([Cl:1])=[CH:3][CH:4]=1. The yield is 0.830. (2) The reactants are [OH:1][C:2]1[N:6]([C:7]2[CH:12]=[C:11]([C:13]#[N:14])[CH:10]=[CH:9][N:8]=2)[N:5]=[CH:4][CH:3]=1.[Cl:15][C:16]1[CH:21]=[CH:20][C:19]([CH2:22]O)=[C:18]([O:24][CH2:25][C:26]([F:29])([F:28])[F:27])[CH:17]=1. No catalyst specified. The product is [Cl:15][C:16]1[CH:21]=[CH:20][C:19]([CH2:22][O:1][C:2]2[N:6]([C:7]3[CH:12]=[C:11]([C:13]#[N:14])[CH:10]=[CH:9][N:8]=3)[N:5]=[CH:4][CH:3]=2)=[C:18]([O:24][CH2:25][C:26]([F:27])([F:28])[F:29])[CH:17]=1. The yield is 0.810.